This data is from Full USPTO retrosynthesis dataset with 1.9M reactions from patents (1976-2016). The task is: Predict the reactants needed to synthesize the given product. (1) Given the product [Cl:1][C:2]1[CH:7]=[CH:6][C:5]([C:8]2([C:13](=[S:25])[NH2:15])[CH2:12][CH2:11][O:10][CH2:9]2)=[CH:4][CH:3]=1, predict the reactants needed to synthesize it. The reactants are: [Cl:1][C:2]1[CH:7]=[CH:6][C:5]([C:8]2([C:13]([NH2:15])=O)[CH2:12][CH2:11][O:10][CH2:9]2)=[CH:4][CH:3]=1.COC1C=CC(P2(=S)SP(=S)(C3C=CC(OC)=CC=3)[S:25]2)=CC=1. (2) Given the product [CH3:15][O:4][C:3](=[O:5])[C:2]([CH3:1])([C:7]1[CH:12]=[CH:11][CH:10]=[CH:9][CH:8]=1)[CH3:6], predict the reactants needed to synthesize it. The reactants are: [CH3:1][C:2]([C:7]1[CH:12]=[CH:11][CH:10]=[CH:9][CH:8]=1)([CH3:6])[C:3]([OH:5])=[O:4].[N+](=[CH2:15])=[N-]. (3) Given the product [CH3:25][C:22]1[CH:23]=[CH:24][C:19]([S:16]([N:6]([C@H:7]([C:13]([OH:15])=[O:14])[CH2:8][CH2:9][CH2:10][CH2:11][NH:12][C:34]([CH2:32][NH:28][C:29]2[CH:30]=[CH:45][CH:41]=[CH:42][CH:31]=2)=[O:38])[CH2:2][CH:3]([CH3:4])[CH3:5])(=[O:18])=[O:17])=[CH:20][CH:21]=1, predict the reactants needed to synthesize it. The reactants are: [K+].[CH2:2]([N:6]([S:16]([C:19]1[CH:24]=[CH:23][C:22]([CH3:25])=[CH:21][CH:20]=1)(=[O:18])=[O:17])[C@H:7]([C:13]([O-:15])=[O:14])[CH2:8][CH2:9][CH2:10][CH2:11][NH2:12])[CH:3]([CH3:5])[CH3:4].CC[N:28]([CH:32]([CH3:34])C)[CH:29]([CH3:31])[CH3:30].ClCC(Cl)=[O:38].Cl.[CH2:41]1[CH2:45]OC[CH2:42]1. (4) Given the product [CH3:19][O:20][C:21]1[CH:26]=[CH:25][C:24]([C:2]2[C:10]3[C:5](=[CH:6][CH:7]=[C:8]([C:11]#[N:12])[CH:9]=3)[N:4]([CH:13]3[CH2:18][CH2:17][CH2:16][CH2:15][O:14]3)[N:3]=2)=[CH:23][CH:22]=1, predict the reactants needed to synthesize it. The reactants are: Br[C:2]1[C:10]2[C:5](=[CH:6][CH:7]=[C:8]([C:11]#[N:12])[CH:9]=2)[N:4]([CH:13]2[CH2:18][CH2:17][CH2:16][CH2:15][O:14]2)[N:3]=1.[CH3:19][O:20][C:21]1[CH:26]=[CH:25][C:24](B(O)O)=[CH:23][CH:22]=1.[O-]P([O-])([O-])=O.[K+].[K+].[K+]. (5) Given the product [NH2:23][C:18]12[CH2:21][CH2:22][C:15]([CH:13]([OH:14])[CH:12]([C:11]3[C:10]4[C:5](=[CH:6][CH:7]=[C:8]([O:32][CH3:33])[N:9]=4)[N:4]=[CH:3][C:2]=3[F:1])[CH3:31])([CH2:20][CH2:19]1)[O:16][CH2:17]2, predict the reactants needed to synthesize it. The reactants are: [F:1][C:2]1[CH:3]=[N:4][C:5]2[C:10]([C:11]=1[CH:12]([CH3:31])[CH:13]([C:15]13[CH2:22][CH2:21][C:18]([NH:23]C(=O)OC(C)(C)C)([CH2:19][CH2:20]1)[CH2:17][O:16]3)[OH:14])=[N:9][C:8]([O:32][CH3:33])=[CH:7][CH:6]=2.FC(F)(F)C(O)=O.